From a dataset of Full USPTO retrosynthesis dataset with 1.9M reactions from patents (1976-2016). Predict the reactants needed to synthesize the given product. (1) Given the product [Cl:24][C:25]1[N:30]=[C:29]([O:18][C:14]2[CH:13]=[C:12]([CH2:11][CH2:10][C:9]([NH:8][C:5]3[CH:6]=[CH:7][C:2]([Cl:1])=[C:3]([C:20]([F:21])([F:22])[F:23])[CH:4]=3)=[O:19])[CH:17]=[CH:16][CH:15]=2)[CH:28]=[CH:27][N:26]=1, predict the reactants needed to synthesize it. The reactants are: [Cl:1][C:2]1[CH:7]=[CH:6][C:5]([NH:8][C:9](=[O:19])[CH2:10][CH2:11][C:12]2[CH:17]=[CH:16][CH:15]=[C:14]([OH:18])[CH:13]=2)=[CH:4][C:3]=1[C:20]([F:23])([F:22])[F:21].[Cl:24][C:25]1[N:30]=[C:29](Cl)[CH:28]=[CH:27][N:26]=1.C(=O)([O-])[O-].[Cs+].[Cs+].CN(C=O)C. (2) Given the product [CH:12]1([O:10][C:7]2[N:8]=[CH:9][C:4]([NH2:1])=[CH:5][CH:6]=2)[CH2:16][CH2:15][CH2:14][CH2:13]1, predict the reactants needed to synthesize it. The reactants are: [N+:1]([C:4]1[CH:5]=[CH:6][C:7]([OH:10])=[N:8][CH:9]=1)([O-])=O.Br[CH:12]1[CH2:16][CH2:15][CH2:14][CH2:13]1.C(=O)([O-])[O-].[K+].[K+].CN(C=O)C. (3) Given the product [OH:4][C:5]1[NH:9][CH:8]=[N:7][C:6]=1[C:10]([NH2:12])=[O:11], predict the reactants needed to synthesize it. The reactants are: O.O.Cl.[OH:4][C:5]1[NH:9][CH:8]=[N:7][C:6]=1[C:10]([NH2:12])=[O:11].Cl.C([O-])(=O)C(CC([O-])=O)O.[Na+].[Na+]. (4) Given the product [Cl:15][C:16]1[CH:24]=[C:23]([S:25]([CH2:28][CH3:29])(=[O:27])=[O:26])[CH:22]=[CH:21][C:17]=1[C:18]([NH:6][C:5]1[CH:7]=[CH:8][C:2]([Cl:1])=[C:3]([C:9]2[CH:14]=[CH:13][CH:12]=[CH:11][N:10]=2)[CH:4]=1)=[O:19], predict the reactants needed to synthesize it. The reactants are: [Cl:1][C:2]1[CH:8]=[CH:7][C:5]([NH2:6])=[CH:4][C:3]=1[C:9]1[CH:14]=[CH:13][CH:12]=[CH:11][N:10]=1.[Cl:15][C:16]1[CH:24]=[C:23]([S:25]([CH2:28][CH3:29])(=[O:27])=[O:26])[CH:22]=[CH:21][C:17]=1[C:18](O)=[O:19]. (5) Given the product [C:27]([NH:31][S:32]([C:35]1[CH:36]=[CH:37][CH:38]=[C:39]([C:2]2[CH:7]=[C:6]([C:8]3[N:13]=[C:12]([CH:14]([F:16])[F:15])[CH:11]=[C:10]([C:17]4[CH:22]=[CH:21][C:20]([C:23]([F:26])([F:25])[F:24])=[CH:19][CH:18]=4)[N:9]=3)[CH:5]=[CH:4][N:3]=2)[CH:40]=1)(=[O:34])=[O:33])([CH3:30])([CH3:28])[CH3:29], predict the reactants needed to synthesize it. The reactants are: Cl[C:2]1[CH:7]=[C:6]([C:8]2[N:13]=[C:12]([CH:14]([F:16])[F:15])[CH:11]=[C:10]([C:17]3[CH:22]=[CH:21][C:20]([C:23]([F:26])([F:25])[F:24])=[CH:19][CH:18]=3)[N:9]=2)[CH:5]=[CH:4][N:3]=1.[C:27]([NH:31][S:32]([C:35]1[CH:36]=[C:37](B(O)O)[CH:38]=[CH:39][CH:40]=1)(=[O:34])=[O:33])([CH3:30])([CH3:29])[CH3:28]. (6) Given the product [C:32]([O:31][C:29]([NH:11][C@@H:12]1[CH2:16][C@H:15]([C:17]([OH:19])=[O:18])[CH:14]=[CH:13]1)=[O:30])([CH3:35])([CH3:34])[CH3:33], predict the reactants needed to synthesize it. The reactants are: [C@@H]12C[C@@H](C=C1)C(=O)N2.Cl.Cl.[NH2:11][C@@H:12]1[CH2:16][C@H:15]([C:17]([OH:19])=[O:18])[CH:14]=[CH:13]1.CCN(C(C)C)C(C)C.[C:29](O[C:29]([O:31][C:32]([CH3:35])([CH3:34])[CH3:33])=[O:30])([O:31][C:32]([CH3:35])([CH3:34])[CH3:33])=[O:30]. (7) The reactants are: O=P(Cl)(Cl)[Cl:3].O[C:7]1[CH2:11][CH:10]([C:12]([O:14][CH3:15])=[O:13])[N:9]([CH3:16])[N:8]=1. Given the product [Cl:3][C:7]1[CH2:11][CH:10]([C:12]([O:14][CH3:15])=[O:13])[N:9]([CH3:16])[N:8]=1, predict the reactants needed to synthesize it.